This data is from Peptide-MHC class II binding affinity with 134,281 pairs from IEDB. The task is: Regression. Given a peptide amino acid sequence and an MHC pseudo amino acid sequence, predict their binding affinity value. This is MHC class II binding data. The peptide sequence is TWQGGSGMASHIIYE. The MHC is HLA-DQA10101-DQB10501 with pseudo-sequence HLA-DQA10101-DQB10501. The binding affinity (normalized) is 0.0645.